From a dataset of Forward reaction prediction with 1.9M reactions from USPTO patents (1976-2016). Predict the product of the given reaction. (1) Given the reactants C(O)C(O)C.[Na].[CH3:7][C@H:8]([C:21]([OH:23])=[O:22])[C:9]1[CH:10]=[CH:11][C:12]2[CH:13]=[C:14]([O:19][CH3:20])[CH:15]=[CH:16][C:17]=2[CH:18]=1.[O-]CC.[Na+:27].C(O)C, predict the reaction product. The product is: [CH3:7][C@H:8]([C:21]([O-:23])=[O:22])[C:9]1[CH:10]=[CH:11][C:12]2[CH:13]=[C:14]([O:19][CH3:20])[CH:15]=[CH:16][C:17]=2[CH:18]=1.[Na+:27]. (2) Given the reactants Br[C:2]1[N:7]=[CH:6][C:5]2[CH:8]=[C:9]([C:12]3[CH:13]=[N:14][N:15]([C:17]([O:19][C:20]([CH3:23])([CH3:22])[CH3:21])=[O:18])[CH:16]=3)[N:10]([CH3:11])[C:4]=2[CH:3]=1.C(=O)([O-])[O-].[Cs+].[Cs+].[CH3:30][O:31][C:32]1[CH:33]=[C:34]([CH:36]=[CH:37][C:38]=1[O:39][CH3:40])[NH2:35].CC1(C)C2C(=C(P(C3C=CC=CC=3)C3C=CC=CC=3)C=CC=2)OC2C(P(C3C=CC=CC=3)C3C=CC=CC=3)=CC=CC1=2, predict the reaction product. The product is: [CH3:30][O:31][C:32]1[CH:33]=[C:34]([NH:35][C:2]2[N:7]=[CH:6][C:5]3[CH:8]=[C:9]([C:12]4[CH:13]=[N:14][N:15]([C:17]([O:19][C:20]([CH3:23])([CH3:22])[CH3:21])=[O:18])[CH:16]=4)[N:10]([CH3:11])[C:4]=3[CH:3]=2)[CH:36]=[CH:37][C:38]=1[O:39][CH3:40]. (3) Given the reactants [CH3:1][O:2][CH2:3][C:4]1([NH:19][C:20](=[O:26])[O:21][C:22]([CH3:25])([CH3:24])[CH3:23])[CH2:9][CH2:8][N:7]([C:10]2[C:11]([N+:16]([O-])=O)=[N:12][CH:13]=[CH:14][CH:15]=2)[CH2:6][CH2:5]1, predict the reaction product. The product is: [NH2:16][C:11]1[C:10]([N:7]2[CH2:8][CH2:9][C:4]([NH:19][C:20](=[O:26])[O:21][C:22]([CH3:24])([CH3:23])[CH3:25])([CH2:3][O:2][CH3:1])[CH2:5][CH2:6]2)=[CH:15][CH:14]=[CH:13][N:12]=1.